This data is from Catalyst prediction with 721,799 reactions and 888 catalyst types from USPTO. The task is: Predict which catalyst facilitates the given reaction. (1) Reactant: [F:1][C:2]1[CH:7]=[CH:6][C:5]([C:8]2[C:17]3[C:12](=[CH:13][CH:14]=[CH:15][CH:16]=3)[C:11]([N:18]3[CH2:23][CH2:22][NH:21][C@@H:20]([CH2:24][OH:25])[CH2:19]3)=[N:10][N:9]=2)=[CH:4][CH:3]=1.[F:26][C:27]1[CH:32]=[CH:31][C:30]([N:33]=[C:34]=[O:35])=[CH:29][CH:28]=1.[ClH:36]. Product: [ClH:36].[F:26][C:27]1[CH:32]=[CH:31][C:30]([NH:33][C:34]([N:21]2[CH2:22][CH2:23][N:18]([C:11]3[C:12]4[C:17](=[CH:16][CH:15]=[CH:14][CH:13]=4)[C:8]([C:5]4[CH:4]=[CH:3][C:2]([F:1])=[CH:7][CH:6]=4)=[N:9][N:10]=3)[CH2:19][C@@H:20]2[CH2:24][OH:25])=[O:35])=[CH:29][CH:28]=1. The catalyst class is: 61. (2) The catalyst class is: 4. Reactant: [Cl:1][C:2]1[CH:3]=[C:4]([CH:27]=[CH:28][C:29]=1[Cl:30])[O:5][CH:6]1[CH2:11][CH2:10][N:9]([CH2:12][CH:13]2[CH2:18][CH2:17][N:16]([C:19]3[CH:24]=[CH:23][CH:22]=[CH:21][C:20]=3[O:25]C)[CH2:15][CH2:14]2)[CH2:8][CH2:7]1.C(=O)=O.C(#N)C.BrB(Br)Br.CO. Product: [Cl:1][C:2]1[CH:3]=[C:4]([CH:27]=[CH:28][C:29]=1[Cl:30])[O:5][CH:6]1[CH2:7][CH2:8][N:9]([CH2:12][CH:13]2[CH2:14][CH2:15][N:16]([C:19]3[CH:24]=[CH:23][CH:22]=[CH:21][C:20]=3[OH:25])[CH2:17][CH2:18]2)[CH2:10][CH2:11]1. (3) Reactant: [C:1]([O:5][C:6]([N:8]1[CH2:13][CH2:12][C:11]([C:17]2[CH:18]=[N:19][CH:20]=[CH:21][CH:22]=2)([C:14](O)=[O:15])[CH2:10][CH2:9]1)=[O:7])([CH3:4])([CH3:3])[CH3:2].O1CCCC1.B.O1CCCC1. Product: [OH:15][CH2:14][C:11]1([C:17]2[CH:18]=[N:19][CH:20]=[CH:21][CH:22]=2)[CH2:10][CH2:9][N:8]([C:6]([O:5][C:1]([CH3:3])([CH3:4])[CH3:2])=[O:7])[CH2:13][CH2:12]1. The catalyst class is: 5. (4) Reactant: C([O:5][C:6]([N:8]([CH2:42][CH3:43])[C:9]1[C:10]([CH2:37]OC(=O)C)=[N:11][CH:12]=[C:13]([C:15]2[CH:24]=[CH:23][C:22]3[N:21]=[CH:20][C:19]4[N:25]([CH3:36])[C:26](=[O:35])[N:27]([C:28]5[C:29]([CH3:34])=[N:30][N:31]([CH3:33])[CH:32]=5)[C:18]=4[C:17]=3[CH:16]=2)[CH:14]=1)=[O:7])(C)(C)C.[C-]#N.[K+]. The catalyst class is: 351. Product: [CH3:33][N:31]1[CH:32]=[C:28]([N:27]2[C:18]3[C:17]4[CH:16]=[C:15]([C:13]5[CH:12]=[N:11][C:10]6[CH2:37][O:7][C:6](=[O:5])[N:8]([CH2:42][CH3:43])[C:9]=6[CH:14]=5)[CH:24]=[CH:23][C:22]=4[N:21]=[CH:20][C:19]=3[N:25]([CH3:36])[C:26]2=[O:35])[C:29]([CH3:34])=[N:30]1. (5) Reactant: [F:1][C:2]1[CH:3]=[C:4]2[C:9](=[CH:10][C:11]=1[CH3:12])[NH:8][C:7](=[O:13])[CH2:6][CH2:5]2.[H-].[Na+].Cl[CH2:17][CH2:18][CH2:19]I.[CH2:21]([CH:25]1[CH2:30][CH2:29][NH:28][CH2:27][CH2:26]1)[CH2:22][CH2:23][CH3:24].N[C@H](C(O)=O)CC1C=C2C(C=CC=C2)=CC=1.C([O-])([O-])=O.[K+].[K+]. Product: [CH2:21]([CH:25]1[CH2:30][CH2:29][N:28]([CH2:17][CH2:18][CH2:19][N:8]2[C:9]3[C:4](=[CH:3][C:2]([F:1])=[C:11]([CH3:12])[CH:10]=3)[CH2:5][CH2:6][C:7]2=[O:13])[CH2:27][CH2:26]1)[CH2:22][CH2:23][CH3:24]. The catalyst class is: 3. (6) Reactant: [CH3:1][N:2]1[C:6]2[CH2:7][CH2:8]S[CH2:10][C:5]=2[C:4]([C:11]([N:13]2[CH2:18][CH2:17][CH:16]([C:19]3[CH:24]=[CH:23][CH:22]=[CH:21][C:20]=3[C:25]([F:28])([F:27])[F:26])[CH2:15][CH2:14]2)=[O:12])=[N:3]1.O[O:30][S:31]([O-:33])=O.[K+].C([O-])(O)=O.[Na+]. Product: [CH3:1][N:2]1[C:6]2[CH2:7][CH2:8][S:31](=[O:33])(=[O:30])[CH2:10][C:5]=2[C:4]([C:11]([N:13]2[CH2:18][CH2:17][CH:16]([C:19]3[CH:24]=[CH:23][CH:22]=[CH:21][C:20]=3[C:25]([F:26])([F:27])[F:28])[CH2:15][CH2:14]2)=[O:12])=[N:3]1. The catalyst class is: 6. (7) The catalyst class is: 405. Product: [CH3:12][O:13][C:2]1[CH:3]=[CH:4][C:5]([N+:9]([O-:11])=[O:10])=[C:6]([CH:8]=1)[NH2:7]. Reactant: Cl[C:2]1[CH:3]=[CH:4][C:5]([N+:9]([O-:11])=[O:10])=[C:6]([CH:8]=1)[NH2:7].[CH3:12][O-:13].[Na+].